Dataset: Reaction yield outcomes from USPTO patents with 853,638 reactions. Task: Predict the reaction yield, written as a fraction of the theoretical maximum amount of product (1.0 means a 100% yield; for example, 0.34 means a 34% yield). The reactants are C([N-]C(C)C)(C)C.[Li+].[N:9]1[CH:14]=[CH:13][C:12]([CH3:15])=[CH:11][CH:10]=1.[Cl:16][C:17]1[CH:28]=[CH:27][CH:26]=[CH:25][C:18]=1[C:19](N(OC)C)=[O:20]. The catalyst is C1COCC1. The product is [Cl:16][C:17]1[CH:28]=[CH:27][CH:26]=[CH:25][C:18]=1[C:19](=[O:20])[CH2:15][C:12]1[CH:13]=[CH:14][N:9]=[CH:10][CH:11]=1. The yield is 0.470.